This data is from Full USPTO retrosynthesis dataset with 1.9M reactions from patents (1976-2016). The task is: Predict the reactants needed to synthesize the given product. (1) Given the product [C:1]([C:5]1[CH:10]=[CH:9][C:8]([NH:11][C:12]([N:29]2[CH2:28][CH2:27][C:16]3([O:20][N:19]=[C:18]([C:21]4[CH:22]=[CH:23][CH:24]=[CH:25][CH:26]=4)[CH2:17]3)[CH:15]([CH3:14])[CH2:30]2)=[O:13])=[CH:7][CH:6]=1)([CH3:4])([CH3:2])[CH3:3], predict the reactants needed to synthesize it. The reactants are: [C:1]([C:5]1[CH:10]=[CH:9][C:8]([N:11]=[C:12]=[O:13])=[CH:7][CH:6]=1)([CH3:4])([CH3:3])[CH3:2].[CH3:14][CH:15]1[CH2:30][NH:29][CH2:28][CH2:27][C:16]21[O:20][N:19]=[C:18]([C:21]1[CH:26]=[CH:25][CH:24]=[CH:23][CH:22]=1)[CH2:17]2.Cl. (2) Given the product [CH2:1]([O:3][C:4](=[O:23])[CH:5]([N:6]([CH:20]1[CH2:22][CH2:21]1)[C:7](=[O:19])[C:8]1[CH:9]=[CH:10][C:11]([O:14][C:15]([F:16])([F:17])[F:18])=[CH:12][CH:13]=1)[C:24](=[O:31])[C:25]1[CH:26]=[N:27][CH:28]=[CH:29][CH:30]=1)[CH3:2], predict the reactants needed to synthesize it. The reactants are: [CH2:1]([O:3][C:4](=[O:23])[CH2:5][N:6]([CH:20]1[CH2:22][CH2:21]1)[C:7](=[O:19])[C:8]1[CH:13]=[CH:12][C:11]([O:14][C:15]([F:18])([F:17])[F:16])=[CH:10][CH:9]=1)[CH3:2].[C:24](O)(=[O:31])[C:25]1[CH:30]=[CH:29][CH:28]=[N:27][CH:26]=1. (3) Given the product [Cl:1][C:2]1[CH:8]=[CH:7][CH:6]=[C:5]([Cl:9])[C:3]=1[NH:4][C:12]1[CH:17]=[CH:16][C:15]([CH3:18])=[CH:14][CH:13]=1, predict the reactants needed to synthesize it. The reactants are: [Cl:1][C:2]1[CH:8]=[CH:7][CH:6]=[C:5]([Cl:9])[C:3]=1[NH2:4].CO[C:12]1[CH2:17][CH:16]=[C:15]([CH3:18])[CH2:14][CH:13]=1.II. (4) Given the product [C:1]([O:5][C:6]([NH:8][CH2:9][C:10]1[CH:11]=[C:12]([C:17]2[N:22]=[C:21]([C:23]([NH:26][C:27]3[CH:32]=[CH:31][CH:30]=[CH:29][C:28]=3[CH2:33][C:34]([O:36][C:37]([CH3:40])([CH3:39])[CH3:38])=[O:35])=[O:25])[CH:20]=[CH:19][CH:18]=2)[CH:13]=[C:14]([F:16])[CH:15]=1)=[O:7])([CH3:4])([CH3:3])[CH3:2], predict the reactants needed to synthesize it. The reactants are: [C:1]([O:5][C:6]([NH:8][CH2:9][C:10]1[CH:11]=[C:12]([C:17]2[N:22]=[C:21]([C:23]([OH:25])=O)[CH:20]=[CH:19][CH:18]=2)[CH:13]=[C:14]([F:16])[CH:15]=1)=[O:7])([CH3:4])([CH3:3])[CH3:2].[NH2:26][C:27]1[CH:32]=[CH:31][CH:30]=[CH:29][C:28]=1[CH2:33][C:34]([O:36][C:37]([CH3:40])([CH3:39])[CH3:38])=[O:35].CCOC(C)=O. (5) Given the product [CH2:37]([N:10]1[CH:11]=[C:7]([C:4]2[CH:5]=[CH:6][N:1]=[CH:2][CH:3]=2)[C:8]([C:12]2[CH:17]=[CH:16][C:15]([C:18]#[C:19][C:20]3[CH:29]=[CH:28][C:27]4[C:22](=[CH:23][CH:24]=[CH:25][CH:26]=4)[N:21]=3)=[CH:14][CH:13]=2)=[N:9]1)[CH3:38], predict the reactants needed to synthesize it. The reactants are: [N:1]1[CH:6]=[CH:5][C:4]([C:7]2[C:8]([C:12]3[CH:17]=[CH:16][C:15]([C:18]#[C:19][C:20]4[CH:29]=[CH:28][C:27]5[C:22](=[CH:23][CH:24]=[CH:25][CH:26]=5)[N:21]=4)=[CH:14][CH:13]=3)=[N:9][NH:10][CH:11]=2)=[CH:3][CH:2]=1.C([O-])([O-])=O.[Cs+].[Cs+].Br[CH2:37][CH3:38]. (6) Given the product [CH3:65][N:66]1[CH2:70][CH2:69][CH2:68][C@H:67]1[CH2:71][O:72][C:73]1[CH:74]=[C:75]([C:79]2[CH:80]=[C:81]3[C:87]([NH:88][C:89]([C:91]4[CH:92]=[N:93][N:94]([CH2:96][C:97]5[CH:102]=[CH:101][CH:100]=[CH:99][CH:98]=5)[CH:95]=4)=[O:90])=[CH:86][NH:85][C:82]3=[N:83][CH:84]=2)[CH:76]=[CH:77][CH:78]=1, predict the reactants needed to synthesize it. The reactants are: BrC1C=C2C(NC(C3C=NN(CC4C=CC=CC=4)C=3)=O)=CN(S(C3C=CC(C)=CC=3)(=O)=O)C2=NC=1.CN1CCC[C@H]1COC1C=CC=C(B2OC(C)(C)C(C)(C)O2)C=1.C(=O)([O-])[O-].[K+].[K+].[CH3:65][N:66]1[CH2:70][CH2:69][CH2:68][C@H:67]1[CH2:71][O:72][C:73]1[CH:74]=[C:75]([C:79]2[CH:80]=[C:81]3[C:87]([NH:88][C:89]([C:91]4[CH:92]=[N:93][N:94]([CH2:96][C:97]5[CH:102]=[CH:101][CH:100]=[CH:99][CH:98]=5)[CH:95]=4)=[O:90])=[CH:86][N:85](S(C4C=CC(C)=CC=4)(=O)=O)[C:82]3=[N:83][CH:84]=2)[CH:76]=[CH:77][CH:78]=1.CN1CCCC(OC2C=C(C3C=C4C(NC(C5C=NN(CC6C=CC=CC=6)C=5)=O)=CN(S(C5C=CC(C)=CC=5)(=O)=O)C4=NC=3)C=CC=2)C1.